Dataset: Forward reaction prediction with 1.9M reactions from USPTO patents (1976-2016). Task: Predict the product of the given reaction. (1) Given the reactants [CH3:1][C:2]1[CH:7]=[CH:6][C:5]([C:8]2[O:12][N:11]=[CH:10][C:9]=2[C:13](Cl)=[O:14])=[CH:4][CH:3]=1.[CH3:16][S:17]([N:20]1[C:28]2([CH2:33][CH2:32][NH:31][CH2:30][CH2:29]2)[C:27]2[C:22](=[CH:23][CH:24]=[CH:25][CH:26]=2)[CH2:21]1)(=[O:19])=[O:18], predict the reaction product. The product is: [CH3:1][C:2]1[CH:7]=[CH:6][C:5]([C:8]2[O:12][N:11]=[CH:10][C:9]=2[C:13]([N:31]2[CH2:32][CH2:33][C:28]3([C:27]4[C:22](=[CH:23][CH:24]=[CH:25][CH:26]=4)[CH2:21][N:20]3[S:17]([CH3:16])(=[O:18])=[O:19])[CH2:29][CH2:30]2)=[O:14])=[CH:4][CH:3]=1. (2) Given the reactants C(O)C1C=CC=CC=1.[CH:9]1([CH2:12][O:13][C:14]2[CH:15]=[C:16]([CH2:25]O)[CH:17]=[C:18]([O:20][CH2:21][CH2:22][O:23][CH3:24])[CH:19]=2)[CH2:11][CH2:10]1.CS(Cl)(=O)=O.[Li+].[Br-:33], predict the reaction product. The product is: [Br:33][CH2:25][C:16]1[CH:17]=[C:18]([O:20][CH2:21][CH2:22][O:23][CH3:24])[CH:19]=[C:14]([O:13][CH2:12][CH:9]2[CH2:11][CH2:10]2)[CH:15]=1. (3) Given the reactants [NH2:1][C:2]([NH2:4])=[S:3].[CH3:5][O:6][C:7]1[CH:12]=[CH:11][C:10]([N:13]=[C:14]=[O:15])=[C:9]([CH3:16])[CH:8]=1.Br[CH2:18][C:19](=O)[C:20]([F:26])([F:25])[C:21]([F:24])([F:23])[F:22], predict the reaction product. The product is: [CH3:5][O:6][C:7]1[CH:12]=[CH:11][C:10]([NH:13][C:14]([NH:1][C:2]2[S:3][CH:18]=[C:19]([C:20]([F:26])([F:25])[C:21]([F:24])([F:23])[F:22])[N:4]=2)=[O:15])=[C:9]([CH3:16])[CH:8]=1. (4) Given the reactants [CH2:1]([O:8][C:9]1[CH:27]=[CH:26][C:25]2=[CH:28][C:10]=1[CH2:11][C@H:12]([NH:65][C:66]([O:68][CH2:69][C:70]1[CH:75]=[CH:74][CH:73]=[CH:72][CH:71]=1)=[O:67])[C:13](=[O:64])[NH:14][C@@H:15]([CH2:42][C@@H:43]([O:56][Si:57]([C:60]([CH3:63])([CH3:62])[CH3:61])([CH3:59])[CH3:58])[CH2:44][NH:45][C:46]([O:48][CH2:49][C:50]1[CH:55]=[CH:54][CH:53]=[CH:52][CH:51]=1)=[O:47])[C:16](=[O:41])[NH:17][C@H:18]([C:31]([O:33]CC1C=CC=CC=1)=[O:32])[CH2:19][C:20]1[CH:29]=[C:24]2[CH:23]=[CH:22][C:21]=1[Cl:30])[C:2]1[CH:7]=[CH:6][CH:5]=[CH:4][CH:3]=1.O.CO.[OH-].[Li+], predict the reaction product. The product is: [CH2:1]([O:8][C:9]1[CH:27]=[CH:26][C:25]2=[CH:28][C:10]=1[CH2:11][C@H:12]([NH:65][C:66]([O:68][CH2:69][C:70]1[CH:71]=[CH:72][CH:73]=[CH:74][CH:75]=1)=[O:67])[C:13](=[O:64])[NH:14][C@@H:15]([CH2:42][C@@H:43]([O:56][Si:57]([C:60]([CH3:63])([CH3:62])[CH3:61])([CH3:59])[CH3:58])[CH2:44][NH:45][C:46]([O:48][CH2:49][C:50]1[CH:51]=[CH:52][CH:53]=[CH:54][CH:55]=1)=[O:47])[C:16](=[O:41])[NH:17][C@H:18]([C:31]([OH:33])=[O:32])[CH2:19][C:20]1[CH:29]=[C:24]2[CH:23]=[CH:22][C:21]=1[Cl:30])[C:2]1[CH:7]=[CH:6][CH:5]=[CH:4][CH:3]=1. (5) Given the reactants [CH3:1][C:2]([CH3:37])([CH3:36])[C:3](=[O:35])[CH2:4][O:5][C:6]1[CH:11]=[CH:10][C:9]([C:12]([C:17]2[CH:18]=[CH:19][C:20]3[O:24][C:23]([C:25]([NH:27][CH2:28][C:29]([OH:31])=[O:30])=[O:26])=[C:22]([CH3:32])[C:21]=3[CH:33]=2)([CH2:15][CH3:16])[CH2:13][CH3:14])=[CH:8][C:7]=1[CH3:34].[BH4-].[Na+], predict the reaction product. The product is: [CH2:13]([C:12]([C:17]1[CH:18]=[CH:19][C:20]2[O:24][C:23]([C:25]([NH:27][CH2:28][C:29]([OH:31])=[O:30])=[O:26])=[C:22]([CH3:32])[C:21]=2[CH:33]=1)([C:9]1[CH:10]=[CH:11][C:6]([O:5][CH2:4][CH:3]([OH:35])[C:2]([CH3:36])([CH3:37])[CH3:1])=[C:7]([CH3:34])[CH:8]=1)[CH2:15][CH3:16])[CH3:14]. (6) Given the reactants [CH2:1]([NH:3][C:4](=[O:36])[NH:5][C:6]1[N:11]=[CH:10][C:9]([C:12]2[S:13][C:14]([C:22](OCC)=[O:23])=[C:15]([C:17]([O:19]CC)=O)[N:16]=2)=[C:8]([C:27]2[S:28][CH:29]=[C:30]([C:32]([F:35])([F:34])[F:33])[N:31]=2)[CH:7]=1)[CH3:2].O.[NH2:38][NH2:39].O.NN.CO.Cl.C([O-])(O)=O.[Na+], predict the reaction product. The product is: [O:19]=[C:17]1[C:15]2[N:16]=[C:12]([C:9]3[C:8]([C:27]4[S:28][CH:29]=[C:30]([C:32]([F:34])([F:35])[F:33])[N:31]=4)=[CH:7][C:6]([NH:5][C:4]([NH:3][CH2:1][CH3:2])=[O:36])=[N:11][CH:10]=3)[S:13][C:14]=2[C:22](=[O:23])[NH:39][NH:38]1. (7) Given the reactants [BH4-].[Na+].[CH3:3][N:4]1[C:8]2[CH:9]=[CH:10][CH:11]=[CH:12][C:7]=2[N:6]=[C:5]1[CH:13]=[O:14].O, predict the reaction product. The product is: [CH3:3][N:4]1[C:8]2[CH:9]=[CH:10][CH:11]=[CH:12][C:7]=2[N:6]=[C:5]1[CH2:13][OH:14]. (8) Given the reactants [Br:1][C:2]1[C:11]([O:12][CH2:13][C:14]#[N:15])=[CH:10][CH:9]=[C:8]2[C:3]=1[CH:4]=[CH:5][C:6]([NH:16][C:17]([C:19]1[C:23]3[CH:24]=[CH:25][CH:26]=[CH:27][C:22]=3[O:21][C:20]=1[CH2:28][CH2:29][CH2:30][CH3:31])=[O:18])=[CH:7]2.[N-:32]=[N+:33]=[N-:34].[Na+].[Cl-].[NH4+].[OH-].[Na+], predict the reaction product. The product is: [Br:1][C:2]1[C:11]([O:12][CH2:13][C:14]2[N:32]=[N:33][NH:34][N:15]=2)=[CH:10][CH:9]=[C:8]2[C:3]=1[CH:4]=[CH:5][C:6]([NH:16][C:17]([C:19]1[C:23]3[CH:24]=[CH:25][CH:26]=[CH:27][C:22]=3[O:21][C:20]=1[CH2:28][CH2:29][CH2:30][CH3:31])=[O:18])=[CH:7]2.